This data is from Full USPTO retrosynthesis dataset with 1.9M reactions from patents (1976-2016). The task is: Predict the reactants needed to synthesize the given product. (1) The reactants are: [Br:1][C:2]1[CH:10]=[CH:9][C:5]([C:6]([O-:8])=O)=[C:4]([CH2:11]Br)[CH:3]=1.[NH2:13][CH:14]1[CH2:19][CH2:18][O:17][CH2:16][CH2:15]1. Given the product [Br:1][C:2]1[CH:3]=[C:4]2[C:5](=[CH:9][CH:10]=1)[C:6](=[O:8])[N:13]([CH:14]1[CH2:19][CH2:18][O:17][CH2:16][CH2:15]1)[CH2:11]2, predict the reactants needed to synthesize it. (2) Given the product [CH3:1][N:2]1[C:6](=[CH2:8])[C:5]([C:9]2[CH:14]=[CH:13][CH:12]=[CH:11][CH:10]=2)=[CH:4][C:3]1=[O:15], predict the reactants needed to synthesize it. The reactants are: [CH3:1][N:2]1[C:6]([CH3:8])(O)[C:5]([C:9]2[CH:14]=[CH:13][CH:12]=[CH:11][CH:10]=2)=[CH:4][C:3]1=[O:15].O=P12OP3(OP(OP(O3)(O1)=O)(=O)O2)=O. (3) Given the product [F:1][C:2]1[CH:7]=[CH:6][C:5]([C:8]2[C:16]3[C:11](=[CH:12][CH:13]=[C:14]([NH:17][C:18]([C:20]4([S:25][CH3:26])[CH2:24][CH2:23][N:22]([CH2:28][C:29]([N:31]5[CH2:36][CH2:35][N:34]([C:37]6[CH:42]=[CH:41][C:40]([C:43]7[N:44]=[CH:45][CH:46]=[CH:47][N:48]=7)=[C:39]([F:49])[CH:38]=6)[CH2:33][CH2:32]5)=[O:30])[CH2:21]4)=[O:19])[CH:15]=3)[NH:10][N:9]=2)=[CH:4][CH:3]=1, predict the reactants needed to synthesize it. The reactants are: [F:1][C:2]1[CH:7]=[CH:6][C:5]([C:8]2[C:16]3[C:11](=[CH:12][CH:13]=[C:14]([NH:17][C:18]([C:20]4([S:25][CH3:26])[CH2:24][CH2:23][NH:22][CH2:21]4)=[O:19])[CH:15]=3)[NH:10][N:9]=2)=[CH:4][CH:3]=1.Cl[CH2:28][C:29]([N:31]1[CH2:36][CH2:35][N:34]([C:37]2[CH:42]=[CH:41][C:40]([C:43]3[N:48]=[CH:47][CH:46]=[CH:45][N:44]=3)=[C:39]([F:49])[CH:38]=2)[CH2:33][CH2:32]1)=[O:30].C(N(C(C)C)CC)(C)C. (4) Given the product [Si:10]([O:9][CH2:8][C:5]1[CH:6]=[CH:7][C:2]([CH2:28][CH:29]([CH3:31])[CH3:30])=[CH:3][C:4]=1[Cl:27])([C:23]([CH3:26])([CH3:25])[CH3:24])([C:17]1[CH:22]=[CH:21][CH:20]=[CH:19][CH:18]=1)[C:11]1[CH:16]=[CH:15][CH:14]=[CH:13][CH:12]=1, predict the reactants needed to synthesize it. The reactants are: Br[C:2]1[CH:7]=[CH:6][C:5]([CH2:8][O:9][Si:10]([C:23]([CH3:26])([CH3:25])[CH3:24])([C:17]2[CH:22]=[CH:21][CH:20]=[CH:19][CH:18]=2)[C:11]2[CH:16]=[CH:15][CH:14]=[CH:13][CH:12]=2)=[C:4]([Cl:27])[CH:3]=1.[CH2:28](I)[CH:29]([CH3:31])[CH3:30]. (5) Given the product [Br:10][C:7]1[C:2]([CH3:1])=[N:3][C:4]([OH:9])=[N:5][C:6]=1[CH3:8], predict the reactants needed to synthesize it. The reactants are: [CH3:1][C:2]1[CH:7]=[C:6]([CH3:8])[N:5]=[C:4]([OH:9])[N:3]=1.[Br:10]Br. (6) Given the product [Cl:1][C:2]1[C:3]([C:22](=[O:32])[N:23]([CH2:28][CH2:29][CH2:30][CH3:31])[CH2:24][CH2:25][CH2:26][CH3:27])=[N:4][N:5]([C:8]2[CH:16]=[CH:15][C:11]([C:12](=[O:14])[NH:50][S:47]([C:43]3[CH:42]=[C:41]4[C:46](=[CH:45][CH:44]=3)[N:38]([CH2:37][C:36]3[CH:51]=[CH:52][C:53]([Cl:54])=[C:34]([Cl:33])[CH:35]=3)[CH2:39][CH2:40]4)(=[O:48])=[O:49])=[CH:10][C:9]=2[C:17]([O:19][CH2:20][CH3:21])=[O:18])[C:6]=1[CH3:7], predict the reactants needed to synthesize it. The reactants are: [Cl:1][C:2]1[C:3]([C:22](=[O:32])[N:23]([CH2:28][CH2:29][CH2:30][CH3:31])[CH2:24][CH2:25][CH2:26][CH3:27])=[N:4][N:5]([C:8]2[CH:16]=[CH:15][C:11]([C:12]([OH:14])=O)=[CH:10][C:9]=2[C:17]([O:19][CH2:20][CH3:21])=[O:18])[C:6]=1[CH3:7].[Cl:33][C:34]1[CH:35]=[C:36]([CH:51]=[CH:52][C:53]=1[Cl:54])[CH2:37][N:38]1[C:46]2[C:41](=[CH:42][C:43]([S:47]([NH2:50])(=[O:49])=[O:48])=[CH:44][CH:45]=2)[CH2:40][CH2:39]1. (7) Given the product [NH:24]1[C:32]2[C:27](=[CH:28][CH:29]=[C:30]([NH:33][C:2]3[C:3]4[C:4](=[CH:12][NH:13][N:14]=4)[C:5]4[C:10]([CH3:11])=[N:9][S:8][C:6]=4[N:7]=3)[CH:31]=2)[CH:26]=[N:25]1, predict the reactants needed to synthesize it. The reactants are: Cl[C:2]1[C:3]2[C:4](=[CH:12][N:13](CC3C=CC(OC)=CC=3)[N:14]=2)[C:5]2[C:10]([CH3:11])=[N:9][S:8][C:6]=2[N:7]=1.[NH:24]1[C:32]2[C:27](=[CH:28][CH:29]=[C:30]([NH2:33])[CH:31]=2)[CH:26]=[N:25]1.Cl. (8) Given the product [NH2:14][C:15]1[C:16]2[CH:23]=[CH:22][N:21]([C@@H:24]3[CH2:25][C@H:26]([CH2:34][N:35]([CH:56]([CH3:57])[CH3:58])[CH:36]4[CH2:37][CH:38]([CH2:40][CH2:41][C:42]5[NH:46][C:45]6[CH:47]=[CH:48][C:49]([O:51][C:52]([F:53])([F:55])[F:54])=[CH:50][C:44]=6[N:43]=5)[CH2:39]4)[C@@H:27]([OH:28])[C@H:31]3[OH:30])[C:17]=2[N:18]=[CH:19][N:20]=1, predict the reactants needed to synthesize it. The reactants are: FC(F)(F)C(O)=O.O.COC1C=C(OC)C=CC=1C[NH:14][C:15]1[C:16]2[CH:23]=[CH:22][N:21]([C@H:24]3[C@H:31]4[C@H:27]([O:28]C(C)(C)[O:30]4)[C@@H:26]([CH2:34][N:35]([CH:56]([CH3:58])[CH3:57])[CH:36]4[CH2:39][CH:38]([CH2:40][CH2:41][C:42]5[NH:46][C:45]6[CH:47]=[CH:48][C:49]([O:51][C:52]([F:55])([F:54])[F:53])=[CH:50][C:44]=6[N:43]=5)[CH2:37]4)[CH2:25]3)[C:17]=2[N:18]=[CH:19][N:20]=1.C([SiH](CC)CC)C.C([O-])([O-])=O.[K+].[K+]. (9) Given the product [Cl:1][C:2]1[CH:3]=[C:4]([O:10][C:11]2[C:12]([F:35])=[C:13]([CH2:20][C:21]([OH:23])=[O:22])[CH:14]=[CH:15][C:16]=2[N+:17]([O-:19])=[O:18])[CH:5]=[C:6]([C:8]#[N:9])[CH:7]=1, predict the reactants needed to synthesize it. The reactants are: [Cl:1][C:2]1[CH:3]=[C:4]([O:10][C:11]2[C:12]([F:35])=[C:13]([CH:20](C(OC(C)(C)C)=O)[C:21]([O:23]C(C)(C)C)=[O:22])[CH:14]=[CH:15][C:16]=2[N+:17]([O-:19])=[O:18])[CH:5]=[C:6]([C:8]#[N:9])[CH:7]=1.C(O)(C(F)(F)F)=O. (10) Given the product [CH2:1]([O:3][C:4]([C:6]1[NH:14][C:13]2[C:8](=[N:9][C:10]([CH3:15])=[CH:11][CH:12]=2)[C:7]=1[C:29]1[C:28]([O:27][CH3:24])=[N:17][CH:18]=[CH:19][CH:20]=1)=[O:5])[CH3:2], predict the reactants needed to synthesize it. The reactants are: [CH2:1]([O:3][C:4]([C:6]1[NH:14][C:13]2[C:8](=[N:9][C:10]([CH3:15])=[CH:11][CH:12]=2)[CH:7]=1)=[O:5])[CH3:2].Br[N:17]1C(=O)[CH2:20][CH2:19][C:18]1=O.[C:24]([O:27][CH2:28][CH3:29])(=O)C.